From a dataset of NCI-60 drug combinations with 297,098 pairs across 59 cell lines. Regression. Given two drug SMILES strings and cell line genomic features, predict the synergy score measuring deviation from expected non-interaction effect. (1) Drug 1: CC1C(C(CC(O1)OC2CC(CC3=C2C(=C4C(=C3O)C(=O)C5=C(C4=O)C(=CC=C5)OC)O)(C(=O)CO)O)N)O.Cl. Drug 2: C1CCC(CC1)NC(=O)N(CCCl)N=O. Cell line: HCC-2998. Synergy scores: CSS=16.6, Synergy_ZIP=-1.90, Synergy_Bliss=-0.140, Synergy_Loewe=1.39, Synergy_HSA=1.30. (2) Drug 1: CN1CCC(CC1)COC2=C(C=C3C(=C2)N=CN=C3NC4=C(C=C(C=C4)Br)F)OC. Drug 2: CC1=C2C(C(=O)C3(C(CC4C(C3C(C(C2(C)C)(CC1OC(=O)C(C(C5=CC=CC=C5)NC(=O)OC(C)(C)C)O)O)OC(=O)C6=CC=CC=C6)(CO4)OC(=O)C)O)C)O. Cell line: SF-539. Synergy scores: CSS=62.3, Synergy_ZIP=6.49, Synergy_Bliss=5.08, Synergy_Loewe=2.12, Synergy_HSA=6.41.